Predict which catalyst facilitates the given reaction. From a dataset of Catalyst prediction with 721,799 reactions and 888 catalyst types from USPTO. Reactant: [Cl:1][C:2]1[C:43]([C:44]([F:47])([F:46])[F:45])=[CH:42][CH:41]=[CH:40][C:3]=1[CH2:4][N:5]([CH2:26][CH:27]([C:34]1[CH:39]=[CH:38][CH:37]=[CH:36][CH:35]=1)[C:28]1[CH:33]=[CH:32][CH:31]=[CH:30][CH:29]=1)[CH2:6][CH2:7][CH2:8][O:9][C:10]1[CH:15]=[CH:14][CH:13]=[C:12]([CH:16](COCC)[C:17]2[N:21]=[CH:20][NH:19][N:18]=2)[CH:11]=1.C([SiH](CC)CC)C.C(O)(C(F)(F)F)=O.Cl.C(OCC)C. Product: [ClH:1].[Cl:1][C:2]1[C:43]([C:44]([F:45])([F:46])[F:47])=[CH:42][CH:41]=[CH:40][C:3]=1[CH2:4][N:5]([CH2:26][CH:27]([C:34]1[CH:35]=[CH:36][CH:37]=[CH:38][CH:39]=1)[C:28]1[CH:33]=[CH:32][CH:31]=[CH:30][CH:29]=1)[CH2:6][CH2:7][CH2:8][O:9][C:10]1[CH:15]=[CH:14][CH:13]=[C:12]([CH2:16][C:17]2[N:21]=[CH:20][NH:19][N:18]=2)[CH:11]=1. The catalyst class is: 268.